Task: Regression. Given two drug SMILES strings and cell line genomic features, predict the synergy score measuring deviation from expected non-interaction effect.. Dataset: NCI-60 drug combinations with 297,098 pairs across 59 cell lines (1) Drug 1: CN(CCCl)CCCl.Cl. Drug 2: C1CCC(C(C1)N)N.C(=O)(C(=O)[O-])[O-].[Pt+4]. Cell line: HOP-62. Synergy scores: CSS=26.8, Synergy_ZIP=-6.84, Synergy_Bliss=0.461, Synergy_Loewe=-1.23, Synergy_HSA=2.73. (2) Drug 1: CCC1(CC2CC(C3=C(CCN(C2)C1)C4=CC=CC=C4N3)(C5=C(C=C6C(=C5)C78CCN9C7C(C=CC9)(C(C(C8N6C)(C(=O)OC)O)OC(=O)C)CC)OC)C(=O)OC)O.OS(=O)(=O)O. Drug 2: C1=CC=C(C(=C1)C(C2=CC=C(C=C2)Cl)C(Cl)Cl)Cl. Cell line: U251. Synergy scores: CSS=4.92, Synergy_ZIP=0.204, Synergy_Bliss=4.46, Synergy_Loewe=-3.76, Synergy_HSA=1.33. (3) Drug 1: CN1C2=C(C=C(C=C2)N(CCCl)CCCl)N=C1CCCC(=O)O.Cl. Drug 2: C1C(C(OC1N2C=NC3=C2NC=NCC3O)CO)O. Cell line: UO-31. Synergy scores: CSS=2.29, Synergy_ZIP=2.04, Synergy_Bliss=3.95, Synergy_Loewe=2.38, Synergy_HSA=0.662.